This data is from NCI-60 drug combinations with 297,098 pairs across 59 cell lines. The task is: Regression. Given two drug SMILES strings and cell line genomic features, predict the synergy score measuring deviation from expected non-interaction effect. Drug 1: COC1=NC(=NC2=C1N=CN2C3C(C(C(O3)CO)O)O)N. Drug 2: C(CC(=O)O)C(=O)CN.Cl. Cell line: SK-MEL-28. Synergy scores: CSS=19.1, Synergy_ZIP=-4.85, Synergy_Bliss=0.0747, Synergy_Loewe=-1.02, Synergy_HSA=0.318.